Dataset: Peptide-MHC class I binding affinity with 185,985 pairs from IEDB/IMGT. Task: Regression. Given a peptide amino acid sequence and an MHC pseudo amino acid sequence, predict their binding affinity value. This is MHC class I binding data. (1) The peptide sequence is ITLWQRPLV. The MHC is HLA-A68:02 with pseudo-sequence HLA-A68:02. The binding affinity (normalized) is 0.0780. (2) The peptide sequence is DTVNRTHQY. The MHC is HLA-A11:01 with pseudo-sequence HLA-A11:01. The binding affinity (normalized) is 0.0847.